From a dataset of Full USPTO retrosynthesis dataset with 1.9M reactions from patents (1976-2016). Predict the reactants needed to synthesize the given product. The reactants are: [Cl:1][C:2]1[CH:24]=[CH:23][C:5]([O:6][C:7]2[CH:12]=[CH:11][C:10]([CH2:13][CH2:14][NH:15][C:16]3[NH:17][CH:18]=[CH:19][C:20](=[O:22])[N:21]=3)=[CH:9][CH:8]=2)=[CH:4][C:3]=1[C:25]([F:28])([F:27])[F:26].[CH2:29]=O.[NH:31]1[CH2:35][CH2:34][CH2:33][CH2:32]1. Given the product [Cl:1][C:2]1[CH:24]=[CH:23][C:5]([O:6][C:7]2[CH:8]=[CH:9][C:10]([CH2:13][CH2:14][NH:15][C:16]3[NH:17][CH:18]=[C:19]([CH2:29][N:31]4[CH2:35][CH2:34][CH2:33][CH2:32]4)[C:20](=[O:22])[N:21]=3)=[CH:11][CH:12]=2)=[CH:4][C:3]=1[C:25]([F:26])([F:28])[F:27], predict the reactants needed to synthesize it.